Dataset: Forward reaction prediction with 1.9M reactions from USPTO patents (1976-2016). Task: Predict the product of the given reaction. Given the reactants [C:1]([O:4][CH2:5][C:6]1[N:7]([CH2:20][C:21]([F:24])([CH3:23])[CH3:22])[C:8]2[C:17]3[N:16]=[CH:15][CH:14]=[CH:13][C:12]=3[N+:11]([O-])=[CH:10][C:9]=2[N:19]=1)(=[O:3])[CH3:2].[NH4+:25].[OH-].C1(C)C=CC(S(Cl)(=O)=O)=CC=1.O, predict the reaction product. The product is: [C:1]([O:4][CH2:5][C:6]1[N:7]([CH2:20][C:21]([F:24])([CH3:23])[CH3:22])[C:8]2[C:17]3[N:16]=[CH:15][CH:14]=[CH:13][C:12]=3[N:11]=[C:10]([NH2:25])[C:9]=2[N:19]=1)(=[O:3])[CH3:2].